Dataset: Forward reaction prediction with 1.9M reactions from USPTO patents (1976-2016). Task: Predict the product of the given reaction. (1) Given the reactants [CH:1]([N:4]1[C:8]([C:9]2[N:18]=[C:17]3[N:11]([CH2:12][CH2:13][O:14][C:15]4[CH:22]=[C:21](O)[N:20]=[CH:19][C:16]=43)[CH:10]=2)=[N:7][CH:6]=[N:5]1)([CH3:3])[CH3:2].[NH:24]1[CH2:29][CH2:28][O:27][CH2:26][CH2:25]1, predict the reaction product. The product is: [CH:1]([N:4]1[C:8]([C:9]2[N:18]=[C:17]3[C:16]4[CH:19]=[N:20][C:21]([N:24]5[CH2:29][CH2:28][O:27][CH2:26][CH2:25]5)=[CH:22][C:15]=4[O:14][CH2:13][CH2:12][N:11]3[CH:10]=2)=[N:7][CH:6]=[N:5]1)([CH3:3])[CH3:2]. (2) The product is: [C:7]([CH:4]1[CH2:5][CH2:6][N:1]([C:15]([O:14][C:10]([CH3:13])([CH3:12])[CH3:11])=[O:16])[CH2:2][CH2:3]1)(=[O:8])[NH2:9]. Given the reactants [NH:1]1[CH2:6][CH2:5][CH:4]([C:7]([NH2:9])=[O:8])[CH2:3][CH2:2]1.[C:10]([O:14][C:15](OC([O-])=O)=[O:16])([CH3:13])([CH3:12])[CH3:11], predict the reaction product. (3) Given the reactants C(=O)([O-])[O-].[Cs+].[Cs+].[NH2:7][C:8]1[CH:9]=[C:10]([OH:14])[CH:11]=[CH:12][CH:13]=1.Cl[C:16]1[C:25]2[C:20](=[CH:21][C:22]([O:28][CH2:29][CH3:30])=[C:23]([O:26][CH3:27])[CH:24]=2)[N:19]=[CH:18][N:17]=1, predict the reaction product. The product is: [CH2:29]([O:28][C:22]1[CH:21]=[C:20]2[C:25]([C:16]([O:14][C:10]3[CH:9]=[C:8]([CH:13]=[CH:12][CH:11]=3)[NH2:7])=[N:17][CH:18]=[N:19]2)=[CH:24][C:23]=1[O:26][CH3:27])[CH3:30]. (4) Given the reactants [CH:1]1([C:7]([CH3:11])([CH3:10])[CH2:8][OH:9])[CH2:6][CH2:5][CH2:4][CH2:3][CH2:2]1.C(Cl)(=O)C(Cl)=O, predict the reaction product. The product is: [CH:1]1([C:7]([CH3:11])([CH3:10])[CH:8]=[O:9])[CH2:6][CH2:5][CH2:4][CH2:3][CH2:2]1. (5) The product is: [Cl:1][C:2]1[CH:3]=[C:4]2[C:8](=[CH:9][CH:10]=1)[NH:7][CH:6]=[C:5]2[CH2:11][CH2:12][NH:13][C:14]([C:15]1[C:16]([C:24]2[CH:29]=[CH:28][C:27]([CH3:30])=[CH:26][CH:25]=2)=[CH:17][CH:18]=[CH:19][CH:20]=1)=[O:22]. Given the reactants [Cl:1][C:2]1[CH:3]=[C:4]2[C:8](=[CH:9][CH:10]=1)[NH:7][CH:6]=[C:5]2[CH2:11][CH2:12][NH:13][C:14](=[O:22])[C:15]1[CH:20]=[CH:19][CH:18]=[CH:17][C:16]=1I.B(O)(O)[C:24]1[CH:25]=[CH:26][C:27]([CH3:30])=[CH:28][CH:29]=1.C(=O)([O-])[O-].[Na+].[Na+], predict the reaction product. (6) Given the reactants [C:1]1([CH3:10])[CH:6]=[CH:5][CH:4]=[C:3]([C:7]([OH:9])=[O:8])[CH:2]=1.[CH2:11]([NH:13][CH2:14][CH3:15])[CH3:12], predict the reaction product. The product is: [CH2:11]([NH2+:13][CH2:14][CH3:15])[CH3:12].[C:1]1([CH3:10])[CH:6]=[CH:5][CH:4]=[C:3]([C:7]([O-:9])=[O:8])[CH:2]=1. (7) Given the reactants [NH2:1][C:2]1[CH:7]=[C:6]([OH:8])[CH:5]=[CH:4][C:3]=1[S:9][C:10]1[CH:15]=[CH:14][C:13]([NH:16][C:17](=[O:19])[CH3:18])=[CH:12][CH:11]=1.Br[CH2:21][C:22]#[N:23].C(=O)([O-])[O-].[K+].[K+], predict the reaction product. The product is: [NH2:1][C:2]1[CH:7]=[C:6]([O:8][CH2:21][C:22]#[N:23])[CH:5]=[CH:4][C:3]=1[S:9][C:10]1[CH:15]=[CH:14][C:13]([NH:16][C:17](=[O:19])[CH3:18])=[CH:12][CH:11]=1. (8) Given the reactants Br[CH2:2][C:3]1[C:4]2[CH:11]=[C:10]([Cl:12])[CH:9]=[CH:8][C:5]=2[S:6][CH:7]=1.[F:13][C:14]([F:37])([C:18]1[CH:26]=[C:25]2[C:21]([C:22]([CH3:36])=[N:23][N:24]2CC2C(C)=CC=CC=2C)=[CH:20][CH:19]=1)[C:15]([OH:17])=[O:16], predict the reaction product. The product is: [Cl:12][C:10]1[CH:9]=[CH:8][C:5]2[S:6][CH:7]=[C:3]([CH2:2][N:24]3[C:25]4[C:21](=[CH:20][CH:19]=[C:18]([C:14]([F:13])([F:37])[C:15]([OH:17])=[O:16])[CH:26]=4)[C:22]([CH3:36])=[N:23]3)[C:4]=2[CH:11]=1. (9) Given the reactants [CH3:1][C@H:2]1[CH2:7][CH2:6][N:5]([C:8]([O:10][C:11]([CH3:14])([CH3:13])[CH3:12])=[O:9])[CH2:4][C@H:3]1[C:15](=O)[NH:16][CH2:17][C:18]1[N:19]=[C:20]2[CH:26]=[CH:25][N:24]([S:27]([C:30]3[CH:36]=[CH:35][C:33]([CH3:34])=[CH:32][CH:31]=3)(=[O:29])=[O:28])[C:21]2=[N:22][CH:23]=1.CN(C(ON1N=NC2C=CC=NC1=2)=[N+](C)C)C.F[P-](F)(F)(F)(F)F.CCN(C(C)C)C(C)C.COC1C=CC(P2(SP(C3C=CC(OC)=CC=3)(=S)S2)=[S:80])=CC=1, predict the reaction product. The product is: [CH3:1][C@H:2]1[CH2:7][CH2:6][N:5]([C:8]([O:10][C:11]([CH3:14])([CH3:13])[CH3:12])=[O:9])[CH2:4][C@H:3]1[C:15](=[S:80])[NH:16][CH2:17][C:18]1[N:19]=[C:20]2[CH:26]=[CH:25][N:24]([S:27]([C:30]3[CH:36]=[CH:35][C:33]([CH3:34])=[CH:32][CH:31]=3)(=[O:29])=[O:28])[C:21]2=[N:22][CH:23]=1.